From a dataset of TCR-epitope binding with 47,182 pairs between 192 epitopes and 23,139 TCRs. Binary Classification. Given a T-cell receptor sequence (or CDR3 region) and an epitope sequence, predict whether binding occurs between them. (1) The epitope is KLGGALQAK. The TCR CDR3 sequence is CSARDLGLAGGLTVDTQYF. Result: 1 (the TCR binds to the epitope). (2) The epitope is KLPDDFTGCV. The TCR CDR3 sequence is CASSLVRGTDTQYF. Result: 1 (the TCR binds to the epitope). (3) The epitope is KPLEFGATSAAL. The TCR CDR3 sequence is CASSQGGIGEAFF. Result: 1 (the TCR binds to the epitope). (4) The epitope is SQASSRSSSR. The TCR CDR3 sequence is CASSPGTSGVGKQFF. Result: 0 (the TCR does not bind to the epitope).